From a dataset of Reaction yield outcomes from USPTO patents with 853,638 reactions. Predict the reaction yield, written as a fraction of the theoretical maximum amount of product (1.0 means a 100% yield; for example, 0.34 means a 34% yield). (1) The reactants are [Cl:1][C:2]1[N:10]=[C:9]([Cl:11])[C:8]([F:12])=[CH:7][C:3]=1[C:4]([OH:6])=[O:5].C(Cl)(=O)C(Cl)=O.[CH:19](O)([CH3:21])[CH3:20].N1C=CC=CC=1. The catalyst is C1COCC1.CN(C=O)C. The product is [Cl:1][C:2]1[N:10]=[C:9]([Cl:11])[C:8]([F:12])=[CH:7][C:3]=1[C:4]([O:6][CH:19]([CH3:21])[CH3:20])=[O:5]. The yield is 0.940. (2) The reactants are [CH3:1][S:2]([NH:5][CH2:6][C:7]1[CH:8]=[C:9]([CH:14]=[CH:15][C:16]=1[O:17][CH2:18][CH2:19][N:20]1[CH2:25][CH2:24][O:23][CH2:22][CH2:21]1)[C:10]([O:12]C)=[O:11])(=[O:4])=[O:3].[ClH:26]. The catalyst is O1CCOCC1. The product is [ClH:26].[CH3:1][S:2]([NH:5][CH2:6][C:7]1[CH:8]=[C:9]([CH:14]=[CH:15][C:16]=1[O:17][CH2:18][CH2:19][N:20]1[CH2:21][CH2:22][O:23][CH2:24][CH2:25]1)[C:10]([OH:12])=[O:11])(=[O:3])=[O:4]. The yield is 0.990.